Predict the product of the given reaction. From a dataset of Forward reaction prediction with 1.9M reactions from USPTO patents (1976-2016). (1) Given the reactants Cl[C:2]1[CH:7]=[C:6]([CH3:8])[C:5]([C:9]2[CH:10]=[CH:11][C:12]([C:15]3[CH:20]=[CH:19][C:18]([F:21])=[CH:17][C:16]=3[F:22])=[N:13][CH:14]=2)=[C:4]([CH3:23])[CH:3]=1.[CH3:24][C:25]1([CH3:41])[C:29]([CH3:31])([CH3:30])[O:28][B:27]([B:27]2[O:28][C:29]([CH3:31])([CH3:30])[C:25]([CH3:41])([CH3:24])[O:26]2)[O:26]1.C([O-])(=O)C.[K+].O1CCOCC1, predict the reaction product. The product is: [F:22][C:16]1[CH:17]=[C:18]([F:21])[CH:19]=[CH:20][C:15]=1[C:12]1[CH:11]=[CH:10][C:9]([C:5]2[C:6]([CH3:8])=[CH:7][C:2]([B:27]3[O:28][C:29]([CH3:31])([CH3:30])[C:25]([CH3:41])([CH3:24])[O:26]3)=[CH:3][C:4]=2[CH3:23])=[CH:14][N:13]=1. (2) The product is: [CH3:18][O:17][C:13]1[CH:12]=[C:11]([CH:16]=[CH:15][CH:14]=1)[O:10][CH2:9][CH2:8][CH2:7][CH2:6][CH2:5][CH2:4][CH2:3][CH2:2][N:23]1[C:22](=[O:24])[C:21]2=[CH:25][CH:26]=[CH:27][CH:28]=[C:20]2[C:19]1=[O:29]. Given the reactants I[CH2:2][CH2:3][CH2:4][CH2:5][CH2:6][CH2:7][CH2:8][CH2:9][O:10][C:11]1[CH:16]=[CH:15][CH:14]=[C:13]([O:17][CH3:18])[CH:12]=1.[C:19]1(=[O:29])[NH:23][C:22](=[O:24])[C:21]2=[CH:25][CH:26]=[CH:27][CH:28]=[C:20]12.[K].C(OCCCCCCCCN1C(=O)C2=CC=CC=C2C1=O)CCCCC, predict the reaction product. (3) Given the reactants [CH:1]([O:4][C:5]1[CH:6]=[C:7]([CH:20]=[C:21]([C:23](O)=O)[CH:22]=1)[C:8]([NH:10][C:11]1[CH:16]=[CH:15][C:14]([C:17]([OH:19])=[O:18])=[CH:13][N:12]=1)=[O:9])([CH3:3])[CH3:2].[F:26][C:27]1[CH:34]=[CH:33][CH:32]=[CH:31][C:28]=1[CH2:29][NH2:30].C([BH3-])#N.[Na+], predict the reaction product. The product is: [CH:1]([O:4][C:5]1[CH:6]=[C:7]([CH:20]=[C:21]([CH2:23][NH:30][CH2:29][C:28]2[CH:31]=[CH:32][CH:33]=[CH:34][C:27]=2[F:26])[CH:22]=1)[C:8]([NH:10][C:11]1[CH:16]=[CH:15][C:14]([C:17]([OH:19])=[O:18])=[CH:13][N:12]=1)=[O:9])([CH3:2])[CH3:3].